From a dataset of Catalyst prediction with 721,799 reactions and 888 catalyst types from USPTO. Predict which catalyst facilitates the given reaction. (1) Reactant: [CH2:1]([C:8]1[C:17]([C:18]#[N:19])=[N:16][C:15]2[C:10](=[CH:11][CH:12]=[CH:13][CH:14]=2)[N:9]=1)[C:2]1[CH:7]=[CH:6][CH:5]=[CH:4][CH:3]=1.[CH:20]1([Mg]Br)[CH2:22][CH2:21]1.C(O)(C(F)(F)F)=O.[BH-](OC(C)=O)(OC(C)=O)OC(C)=O.[Na+]. Product: [CH2:1]([C:8]1[C:17]([CH:18]([NH2:19])[CH:20]2[CH2:22][CH2:21]2)=[N:16][C:15]2[C:10]([N:9]=1)=[CH:11][CH:12]=[CH:13][CH:14]=2)[C:2]1[CH:3]=[CH:4][CH:5]=[CH:6][CH:7]=1. The catalyst class is: 168. (2) Reactant: [CH3:1][C:2]1[N:7]=[C:6]2[S:8][C:9]3[CH2:14][CH2:13][CH2:12][CH2:11][C:10]=3[C:5]2=[C:4]([C:15]2[C:24]3[C:19]4=[C:20]([CH2:25][CH2:26][O:27][C:18]4=[CH:17][CH:16]=2)[CH:21]=[CH:22][N:23]=3)[C:3]=1[CH:28]([O:33][C:34]([CH3:37])([CH3:36])[CH3:35])[C:29]([O:31]C)=[O:30].[OH-].[Na+]. Product: [CH3:1][C:2]1[N:7]=[C:6]2[S:8][C:9]3[CH2:14][CH2:13][CH2:12][CH2:11][C:10]=3[C:5]2=[C:4]([C:15]2[C:24]3[C:19]4=[C:20]([CH2:25][CH2:26][O:27][C:18]4=[CH:17][CH:16]=2)[CH:21]=[CH:22][N:23]=3)[C:3]=1[CH:28]([O:33][C:34]([CH3:37])([CH3:36])[CH3:35])[C:29]([OH:31])=[O:30]. The catalyst class is: 5. (3) Reactant: [CH3:1][O:2][C:3]1[CH:4]=[C:5](/[CH:13]=[CH:14]/[C:15]([O:17][CH2:18][CH3:19])=[O:16])[CH:6]=[C:7]([O:11][CH3:12])[C:8]=1[O:9][CH3:10]. Product: [CH3:12][O:11][C:7]1[CH:6]=[C:5]([CH2:13][CH2:14][C:15]([O:17][CH2:18][CH3:19])=[O:16])[CH:4]=[C:3]([O:2][CH3:1])[C:8]=1[O:9][CH3:10]. The catalyst class is: 43. (4) Reactant: [Li+].CC([N-]C(C)C)C.[CH3:9][C@H:10]1[CH2:15][CH2:14][C@H:13]([C:16]([N:18]([CH:28]([CH3:30])[CH3:29])[C:19]2[CH:23]=[CH:22][S:21][C:20]=2[C:24]([O:26][CH3:27])=[O:25])=[O:17])[CH2:12][CH2:11]1.[B:31](OC)([O:34]C)[O:32]C. Product: [CH3:9][C@H:10]1[CH2:11][CH2:12][C@H:13]([C:16]([N:18]([CH:28]([CH3:30])[CH3:29])[C:19]2[CH:23]=[C:22]([B:31]([OH:34])[OH:32])[S:21][C:20]=2[C:24]([O:26][CH3:27])=[O:25])=[O:17])[CH2:14][CH2:15]1. The catalyst class is: 1.